The task is: Predict the reactants needed to synthesize the given product.. This data is from Full USPTO retrosynthesis dataset with 1.9M reactions from patents (1976-2016). Given the product [Cl:24][CH2:25][CH2:26][NH:27][C:28]([NH:1][C:2]1[CH:22]=[CH:21][C:5]([O:6][C:7]2[C:12]([C:13]3[CH:18]=[CH:17][N:16]=[C:15]([NH:19][CH3:20])[N:14]=3)=[CH:11][CH:10]=[CH:9][N:8]=2)=[C:4]([CH3:23])[CH:3]=1)=[O:29], predict the reactants needed to synthesize it. The reactants are: [NH2:1][C:2]1[CH:22]=[CH:21][C:5]([O:6][C:7]2[C:12]([C:13]3[CH:18]=[CH:17][N:16]=[C:15]([NH:19][CH3:20])[N:14]=3)=[CH:11][CH:10]=[CH:9][N:8]=2)=[C:4]([CH3:23])[CH:3]=1.[Cl:24][CH2:25][CH2:26][N:27]=[C:28]=[O:29].